From a dataset of Forward reaction prediction with 1.9M reactions from USPTO patents (1976-2016). Predict the product of the given reaction. (1) Given the reactants Br[CH:2]=[C:3]([C:5]1[CH:6]=[C:7]([S:11][CH3:12])[CH:8]=[CH:9][CH:10]=1)[CH3:4].P([O-])([O-])([O-])=O.[K+].[K+].[K+].N1CCC[C@H]1C(O)=O.[CH3:29][N:30]1[CH2:43][CH2:42][C:33]2[NH:34][C:35]3[CH:36]=[CH:37][C:38]([CH3:41])=[CH:39][C:40]=3[C:32]=2[CH2:31]1, predict the reaction product. The product is: [CH3:29][N:30]1[CH2:43][CH2:42][C:33]2[N:34](/[CH:2]=[C:3](/[C:5]3[CH:10]=[CH:9][CH:8]=[C:7]([S:11][CH3:12])[CH:6]=3)\[CH3:4])[C:35]3[CH:36]=[CH:37][C:38]([CH3:41])=[CH:39][C:40]=3[C:32]=2[CH2:31]1. (2) Given the reactants [BH4-].[Li+].C([O:5][C:6]([C:8]1([NH:13][C:14]([CH:16]2[N:21]([C:22](=[O:36])[CH:23]([NH:28][C:29]([O:31][C:32]([CH3:35])([CH3:34])[CH3:33])=[O:30])[C:24]([CH3:27])([CH3:26])[CH3:25])[CH2:20][CH:19]3[CH:17]2[C:18]3([CH3:38])[CH3:37])=[O:15])[CH2:11][CH:10]([CH3:12])[CH2:9]1)=O)C, predict the reaction product. The product is: [C:32]([O:31][C:29](=[O:30])[NH:28][CH:23]([C:22]([N:21]1[CH2:20][CH:19]2[CH:17]([C:18]2([CH3:37])[CH3:38])[CH:16]1[C:14](=[O:15])[NH:13][C:8]1([CH2:6][OH:5])[CH2:9][CH:10]([CH3:12])[CH2:11]1)=[O:36])[C:24]([CH3:27])([CH3:25])[CH3:26])([CH3:33])([CH3:34])[CH3:35]. (3) Given the reactants N(C(OCC)=O)=N[C:3](OCC)=[O:4].[Cl:13][C:14]1[CH:33]=[CH:32][C:17]([NH:18][C:19]2[C:28]3[C:23](=[CH:24][C:25]([OH:31])=[C:26](OC)[CH:27]=3)[N:22]=[CH:21][N:20]=2)=[C:16]([F:34])[CH:15]=1.O[CH2:36][CH2:37][CH2:38][N:39]1[C:44](=[O:45])[CH2:43][O:42][CH2:41][C:40]1=[O:46].C1(P(C2C=CC=CC=2)C2C=CC=CC=2)C=CC=CC=1, predict the reaction product. The product is: [ClH:13].[Cl:13][C:14]1[CH:33]=[CH:32][C:17]([NH:18][C:19]2([O:4][CH3:3])[C:28]3[C:23](=[CH:24][C:25]([O:31][CH2:36][CH2:37][CH2:38][N:39]4[C:44](=[O:45])[CH2:43][O:42][CH2:41][C:40]4=[O:46])=[CH:26][CH:27]=3)[N:22]=[CH:21][NH:20]2)=[C:16]([F:34])[CH:15]=1.